From a dataset of Experimentally validated miRNA-target interactions with 360,000+ pairs, plus equal number of negative samples. Binary Classification. Given a miRNA mature sequence and a target amino acid sequence, predict their likelihood of interaction. The miRNA is mmu-miR-140-3p with sequence UACCACAGGGUAGAACCACGG. The protein sequence of the target gene is MEWELNLLLYLALFFFLLFLLFLLLFVVIKQLKNSVANTAGALQPGRLSVHREPWGFSREQAV. Result: 0 (no interaction).